This data is from Peptide-MHC class I binding affinity with 185,985 pairs from IEDB/IMGT. The task is: Regression. Given a peptide amino acid sequence and an MHC pseudo amino acid sequence, predict their binding affinity value. This is MHC class I binding data. (1) The peptide sequence is KSWPGVQSF. The MHC is HLA-B44:02 with pseudo-sequence HLA-B44:02. The binding affinity (normalized) is 0.0847. (2) The peptide sequence is KVRDRNFQL. The MHC is BoLA-HD6 with pseudo-sequence BoLA-HD6. The binding affinity (normalized) is 0.670.